From a dataset of Catalyst prediction with 721,799 reactions and 888 catalyst types from USPTO. Predict which catalyst facilitates the given reaction. (1) Reactant: [CH3:1][N:2]1[CH:6]=[C:5]([N:7]2[CH:12]=[CH:11][C:10](=O)[C:9]([CH2:14][O:15][C:16]3[CH:17]=[C:18]4[C:23](=[CH:24][CH:25]=3)[N:22]=[CH:21][CH:20]=[CH:19]4)=[N:8]2)[CH:4]=[N:3]1.COC1C=CC(P2(SP(C3C=CC(OC)=CC=3)(=S)S2)=[S:35])=CC=1. Product: [CH3:1][N:2]1[CH:6]=[C:5]([N:7]2[CH:12]=[CH:11][C:10](=[S:35])[C:9]([CH2:14][O:15][C:16]3[CH:17]=[C:18]4[C:23](=[CH:24][CH:25]=3)[N:22]=[CH:21][CH:20]=[CH:19]4)=[N:8]2)[CH:4]=[N:3]1. The catalyst class is: 12. (2) Reactant: C[O:2][C:3]([C:5]1[N:6]([S:33]([C:36]2[CH:41]=[CH:40][C:39]([CH3:42])=[CH:38][CH:37]=2)(=[O:35])=[O:34])[C:7]2[C:12]([C:13]=1[C:14]1[C:22]3[C:17](=[CH:18][CH:19]=[CH:20][CH:21]=3)[N:16](S(C3C=CC(C)=CC=3)(=O)=O)[CH:15]=1)=[CH:11][CH:10]=[CH:9][CH:8]=2)=[O:4].[Li+].[OH-]. Product: [NH:16]1[C:17]2[C:22](=[CH:21][CH:20]=[CH:19][CH:18]=2)[C:14]([C:13]2[C:12]3[C:7](=[CH:8][CH:9]=[CH:10][CH:11]=3)[N:6]([S:33]([C:36]3[CH:41]=[CH:40][C:39]([CH3:42])=[CH:38][CH:37]=3)(=[O:34])=[O:35])[C:5]=2[C:3]([OH:4])=[O:2])=[CH:15]1. The catalyst class is: 87. (3) Reactant: CS(C)=O.[H-].[Na+].[I-].[CH3:8][S+](C)C.[F:12][C:13]([F:24])([F:23])[C:14]1[N:19]=[CH:18][C:17]([C:20](=[O:22])[CH3:21])=[CH:16][CH:15]=1. Product: [F:24][C:13]([F:23])([F:12])[C:14]1[CH:15]=[CH:16][C:17]([C:20]2([CH3:8])[CH2:21][O:22]2)=[CH:18][N:19]=1. The catalyst class is: 1. (4) Reactant: Cl.[Cl:2][C:3]1[CH:4]=[CH:5][C:6]([O:14][CH3:15])=[C:7]([CH:13]=1)[C:8](=[NH:12])[O:9][CH2:10][CH3:11].O.OP([O-])(O)=O.[Na+].O.O.O.O.O.O.O.OP([O-])([O-])=O.[Na+].[Na+].[N:37]#[C:38]N. Product: [Cl:2][C:3]1[CH:4]=[CH:5][C:6]([O:14][CH3:15])=[C:7]([CH:13]=1)[C:8](=[N:12][C:38]#[N:37])[O:9][CH2:10][CH3:11]. The catalyst class is: 47. (5) Reactant: [Cl:1][C:2]1[CH:3]=[CH:4][C:5]([O:36][CH:37]([F:39])[F:38])=[C:6]([C:8]2[C:12]([NH:13][C:14]([C:16]3[CH:17]=[N:18][N:19]4[CH:24]=[CH:23][CH:22]=[N:21][C:20]=34)=[O:15])=[CH:11][N:10]([CH2:25][C:26]([N:28]3[CH2:31][C:30]4([CH2:35][CH2:34][NH:33][CH2:32]4)[CH2:29]3)=[O:27])[N:9]=2)[CH:7]=1.[CH2:40]=O.[BH4-].[Na+]. Product: [Cl:1][C:2]1[CH:3]=[CH:4][C:5]([O:36][CH:37]([F:39])[F:38])=[C:6]([C:8]2[C:12]([NH:13][C:14]([C:16]3[CH:17]=[N:18][N:19]4[CH:24]=[CH:23][CH:22]=[N:21][C:20]=34)=[O:15])=[CH:11][N:10]([CH2:25][C:26]([N:28]3[CH2:31][C:30]4([CH2:35][CH2:34][N:33]([CH3:40])[CH2:32]4)[CH2:29]3)=[O:27])[N:9]=2)[CH:7]=1. The catalyst class is: 836. (6) Product: [C:2]([O:6][C:7](=[O:8])[NH:9][C@@H:10]1[CH2:11][CH2:12][N:18]([CH2:19][C:20]2[CH:25]=[CH:24][C:23]([O:26][CH3:27])=[C:22]([O:28][CH3:29])[CH:21]=2)[C:16]1=[O:17])([CH3:5])([CH3:4])[CH3:3]. Reactant: [I-].[C:2]([O:6][C:7]([NH:9][C@@H:10]([C:16]([NH:18][CH2:19][C:20]1[CH:25]=[CH:24][C:23]([O:26][CH3:27])=[C:22]([O:28][CH3:29])[CH:21]=1)=[O:17])[CH2:11][CH2:12][S+](C)C)=[O:8])([CH3:5])([CH3:4])[CH3:3].[Li+].C[Si]([N-][Si](C)(C)C)(C)C.[Cl-].[NH4+].O. The catalyst class is: 1. (7) Reactant: [NH2:1][C:2]1[CH:7]=[N:6][C:5](Br)=[CH:4][N:3]=1.[CH:9]1([C:13]2[CH:18]=[CH:17][C:16](B(O)O)=[C:15]([F:22])[C:14]=2[O:23][CH3:24])[CH2:12][CH2:11][CH2:10]1.C([O-])([O-])=O.[K+].[K+]. Product: [CH:9]1([C:13]2[CH:18]=[CH:17][C:16]([C:5]3[N:6]=[CH:7][C:2]([NH2:1])=[N:3][CH:4]=3)=[C:15]([F:22])[C:14]=2[O:23][CH3:24])[CH2:10][CH2:11][CH2:12]1. The catalyst class is: 462. (8) Reactant: [Cl:1][C:2]1[C:3]([F:28])=[C:4]([CH:8]2[C:12]([C:15]3[CH:20]=[CH:19][C:18]([Cl:21])=[CH:17][C:16]=3[F:22])([C:13]#[N:14])[CH:11]([CH2:23][C:24]([CH3:27])([CH3:26])[CH3:25])[CH2:10][NH:9]2)[CH:5]=[CH:6][CH:7]=1.[Cl:29][C:30]1[CH:35]=[CH:34][C:33]([N:36]=[C:37]=[O:38])=[CH:32][N:31]=1. Product: [Cl:29][C:30]1[N:31]=[CH:32][C:33]([NH:36][C:37]([N:9]2[CH2:10][CH:11]([CH2:23][C:24]([CH3:25])([CH3:27])[CH3:26])[C:12]([C:15]3[CH:20]=[CH:19][C:18]([Cl:21])=[CH:17][C:16]=3[F:22])([C:13]#[N:14])[CH:8]2[C:4]2[CH:5]=[CH:6][CH:7]=[C:2]([Cl:1])[C:3]=2[F:28])=[O:38])=[CH:34][CH:35]=1. The catalyst class is: 2.